This data is from Catalyst prediction with 721,799 reactions and 888 catalyst types from USPTO. The task is: Predict which catalyst facilitates the given reaction. (1) Reactant: [CH2:1]([O:3][C:4]1[CH:9]=[CH:8][C:7]([C:10]2[CH:18]=[CH:17][CH:16]=[C:15]3[C:11]=2[CH2:12][CH2:13][C:14]3=[O:19])=[C:6]([OH:20])[C:5]=1[O:21][CH3:22])[CH3:2].C(=O)([O-])[O-].[K+].[K+].[CH2:29](I)[CH3:30]. The catalyst class is: 10. Product: [CH2:29]([O:20][C:6]1[C:5]([O:21][CH3:22])=[C:4]([O:3][CH2:1][CH3:2])[CH:9]=[CH:8][C:7]=1[C:10]1[CH:18]=[CH:17][CH:16]=[C:15]2[C:11]=1[CH2:12][CH2:13][C:14]2=[O:19])[CH3:30]. (2) Reactant: [F:1][C:2]1[CH:52]=[CH:51][CH:50]=[CH:49][C:3]=1[O:4][CH:5]1[CH2:10][CH2:9][CH2:8][CH:7]([NH:11][C:12]([C:14]2[CH:15]=[C:16]3[C:20](=[CH:21][CH:22]=2)[N:19](C(C2C=CC=CC=2)(C2C=CC=CC=2)C2C=CC=CC=2)[N:18]=[C:17]3[C:42]2[CH:47]=[CH:46][N:45]=[C:44]([CH3:48])[CH:43]=2)=[O:13])[CH2:6]1.[SiH](CC)(CC)CC. Product: [F:1][C:2]1[CH:52]=[CH:51][CH:50]=[CH:49][C:3]=1[O:4][CH:5]1[CH2:10][CH2:9][CH2:8][CH:7]([NH:11][C:12]([C:14]2[CH:15]=[C:16]3[C:20](=[CH:21][CH:22]=2)[NH:19][N:18]=[C:17]3[C:42]2[CH:47]=[CH:46][N:45]=[C:44]([CH3:48])[CH:43]=2)=[O:13])[CH2:6]1. The catalyst class is: 67. (3) Reactant: [F:1][C:2]1[CH:3]=[C:4]([C:8]2[CH:9]=[C:10]([CH3:28])[C:11]([O:26][CH3:27])=[C:12]([CH:25]=2)[C:13]([NH:15][C:16]2[C:21]([CH3:22])=[CH:20][CH:19]=[C:18]([OH:23])[C:17]=2[CH3:24])=O)[CH:5]=[CH:6][CH:7]=1. Product: [F:1][C:2]1[CH:3]=[C:4]([C:8]2[CH:9]=[C:10]([CH3:28])[C:11]([O:26][CH3:27])=[C:12]([CH2:13][NH:15][C:16]3[C:17]([CH3:24])=[C:18]([OH:23])[CH:19]=[CH:20][C:21]=3[CH3:22])[CH:25]=2)[CH:5]=[CH:6][CH:7]=1. The catalyst class is: 1. (4) Reactant: C(=O)([O-])[O-].[K+].[K+].[NH:7]1[CH2:12][CH2:11][O:10][CH2:9][CH2:8]1.CC1C=CC(S(O[CH2:24][C@@H:25]2[CH2:29][O:28][C:27](=[O:30])[NH:26]2)(=O)=O)=CC=1. Product: [N:7]1([CH2:24][C@@H:25]2[CH2:29][O:28][C:27](=[O:30])[NH:26]2)[CH2:12][CH2:11][O:10][CH2:9][CH2:8]1. The catalyst class is: 10. (5) Reactant: C1C=CC(P(C2C=CC=CC=2)C2C=CC=CC=2)=CC=1.[I:20]I.N1C=CN=C1.O[CH2:28][C:29]1[C:30]([C:34]([O:36][C:37]([CH3:40])([CH3:39])[CH3:38])=[O:35])=[CH:31][S:32][CH:33]=1. Product: [I:20][CH2:28][C:29]1[C:30]([C:34]([O:36][C:37]([CH3:40])([CH3:39])[CH3:38])=[O:35])=[CH:31][S:32][CH:33]=1. The catalyst class is: 2. (6) Reactant: C(O[C:5]1[C:14]2[C:9](=[CH:10][C:11]([O:15]C(=O)C)=[CH:12][CH:13]=2)[N:8]=[CH:7][N:6]=1)(=O)C.S(Cl)([Cl:21])=O. The catalyst class is: 9. Product: [Cl:21][C:5]1[C:14]2[C:9](=[CH:10][C:11]([OH:15])=[CH:12][CH:13]=2)[N:8]=[CH:7][N:6]=1. (7) Reactant: Cl.[S:2]1[CH:6]=[CH:5][CH:4]=[C:3]1[CH2:7][CH2:8][NH:9][CH:10]([C:13]1[CH:18]=[CH:17][CH:16]=[CH:15][C:14]=1[Cl:19])[C:11]#[N:12].C[OH:21]. Product: [ClH:19].[S:2]1[CH:6]=[CH:5][CH:4]=[C:3]1[CH2:7][CH2:8][NH:9][CH:10]([C:13]1[CH:18]=[CH:17][CH:16]=[CH:15][C:14]=1[Cl:19])[C:11]([NH2:12])=[O:21]. The catalyst class is: 13. (8) Reactant: CC(OC(/N=N/C(OC(C)C)=O)=O)C.[F:15][C:16]([F:40])([F:39])[C:17]1[N:21]2[N:22]=[C:23]([N:26]3[CH2:31][CH2:30][CH:29]([C:32]4[CH:37]=[CH:36][C:35]([OH:38])=[CH:34][CH:33]=4)[CH2:28][CH2:27]3)[CH:24]=[CH:25][C:20]2=[N:19][N:18]=1.[CH3:41][N:42]1[C:46]([CH2:47][CH2:48]O)=[CH:45][CH:44]=[N:43]1.C1(P(C2C=CC=CC=2)C2C=CC=CC=2)C=CC=CC=1. Product: [CH3:41][N:42]1[C:46]([CH2:47][CH2:48][O:38][C:35]2[CH:36]=[CH:37][C:32]([CH:29]3[CH2:30][CH2:31][N:26]([C:23]4[CH:24]=[CH:25][C:20]5[N:21]([C:17]([C:16]([F:15])([F:39])[F:40])=[N:18][N:19]=5)[N:22]=4)[CH2:27][CH2:28]3)=[CH:33][CH:34]=2)=[CH:45][CH:44]=[N:43]1. The catalyst class is: 1. (9) Reactant: C(N(CC)CC)C.[CH3:8][N-:9][CH3:10].[C:11]([C:15]1[O:16][C:17]2[C:23]([S:24](Cl)(=[O:26])=[O:25])=[C:22]([Cl:28])[CH:21]=[CH:20][C:18]=2[N:19]=1)([CH3:14])([CH3:13])[CH3:12].O. Product: [CH3:8][N:9]([CH3:10])[S:24]([C:23]1[C:17]2[O:16][C:15]([C:11]([CH3:13])([CH3:12])[CH3:14])=[N:19][C:18]=2[CH:20]=[CH:21][C:22]=1[Cl:28])(=[O:25])=[O:26]. The catalyst class is: 7. (10) Reactant: [CH2:1]([N:8]1[CH:12]=[C:11]([CH2:13][CH2:14][CH2:15][OH:16])[C:10]([O:17][CH2:18][CH3:19])=[N:9]1)[C:2]1[CH:7]=[CH:6][CH:5]=[CH:4][CH:3]=1.O[C:21]1[CH:22]=[C:23]([CH:33]=[CH:34][CH:35]=1)[O:24][C:25]([CH3:32])([CH3:31])[C:26]([O:28][CH2:29][CH3:30])=[O:27].C(P(CCCC)CCCC)CCC.N(C(N1CCCCC1)=O)=NC(N1CCCCC1)=O. Product: [CH2:1]([N:8]1[CH:12]=[C:11]([CH2:13][CH2:14][CH2:15][O:16][C:21]2[CH:22]=[C:23]([CH:33]=[CH:34][CH:35]=2)[O:24][C:25]([CH3:31])([CH3:32])[C:26]([O:28][CH2:29][CH3:30])=[O:27])[C:10]([O:17][CH2:18][CH3:19])=[N:9]1)[C:2]1[CH:3]=[CH:4][CH:5]=[CH:6][CH:7]=1. The catalyst class is: 7.